Dataset: NCI-60 drug combinations with 297,098 pairs across 59 cell lines. Task: Regression. Given two drug SMILES strings and cell line genomic features, predict the synergy score measuring deviation from expected non-interaction effect. (1) Cell line: OVCAR-8. Drug 1: CC12CCC3C(C1CCC2=O)CC(=C)C4=CC(=O)C=CC34C. Synergy scores: CSS=48.2, Synergy_ZIP=-0.587, Synergy_Bliss=-3.56, Synergy_Loewe=-3.29, Synergy_HSA=-2.38. Drug 2: C1C(C(OC1N2C=NC3=C2NC=NCC3O)CO)O. (2) Drug 1: CN(C)N=NC1=C(NC=N1)C(=O)N. Drug 2: CCCCCOC(=O)NC1=NC(=O)N(C=C1F)C2C(C(C(O2)C)O)O. Cell line: SF-295. Synergy scores: CSS=6.00, Synergy_ZIP=-2.54, Synergy_Bliss=-3.73, Synergy_Loewe=-3.27, Synergy_HSA=-2.74.